This data is from Reaction yield outcomes from USPTO patents with 853,638 reactions. The task is: Predict the reaction yield, written as a fraction of the theoretical maximum amount of product (1.0 means a 100% yield; for example, 0.34 means a 34% yield). The reactants are [CH3:1][O:2][CH2:3][C@H:4]([CH3:31])[O:5][C:6]1[CH:7]=[C:8]([C:23]2[NH:27][C:26]([C:28](O)=[O:29])=[CH:25][CH:24]=2)[CH:9]=[C:10]([O:12][Si:13]([CH:20]([CH3:22])[CH3:21])([CH:17]([CH3:19])[CH3:18])[CH:14]([CH3:16])[CH3:15])[CH:11]=1.[NH2:32][CH2:33][C@H:34]([OH:37])[CH2:35][OH:36].[Cl-].COC1N=C(OC)N=C([N+]2(C)CCOCC2)N=1. The catalyst is CO. The product is [OH:37][C@H:34]([CH2:35][OH:36])[CH2:33][NH:32][C:28]([C:26]1[NH:27][C:23]([C:8]2[CH:9]=[C:10]([O:12][Si:13]([CH:14]([CH3:16])[CH3:15])([CH:17]([CH3:19])[CH3:18])[CH:20]([CH3:22])[CH3:21])[CH:11]=[C:6]([O:5][C@@H:4]([CH3:31])[CH2:3][O:2][CH3:1])[CH:7]=2)=[CH:24][CH:25]=1)=[O:29]. The yield is 0.860.